Task: Predict the reactants needed to synthesize the given product.. Dataset: Full USPTO retrosynthesis dataset with 1.9M reactions from patents (1976-2016) Given the product [NH:3]1[CH:4]=[C:5]([C:6]2[CH:12]=[CH:11][CH:10]=[CH:9][C:7]=2[NH:8][C:19](=[O:21])[CH3:20])[N:1]=[CH:2]1, predict the reactants needed to synthesize it. The reactants are: [NH:1]1[C:5]([C:6]2[CH:12]=[CH:11][CH:10]=[CH:9][C:7]=2[NH2:8])=[CH:4][N:3]=[CH:2]1.N1C=CC=CC=1.[C:19](Cl)(=[O:21])[CH3:20].